Regression. Given a peptide amino acid sequence and an MHC pseudo amino acid sequence, predict their binding affinity value. This is MHC class II binding data. From a dataset of Peptide-MHC class II binding affinity with 134,281 pairs from IEDB. The peptide sequence is HEMNNGGDAMYMALI. The MHC is HLA-DQA10201-DQB10402 with pseudo-sequence HLA-DQA10201-DQB10402. The binding affinity (normalized) is 0.